Predict which catalyst facilitates the given reaction. From a dataset of Catalyst prediction with 721,799 reactions and 888 catalyst types from USPTO. (1) Reactant: [F:1][C:2]1[CH:3]=[CH:4][C:5]([N+:19]([O-:21])=[O:20])=[C:6]([CH:8](C(OCC)=O)[C:9]([O:11][CH2:12][CH3:13])=[O:10])[CH:7]=1.O[Li].O.O. Product: [F:1][C:2]1[CH:3]=[CH:4][C:5]([N+:19]([O-:21])=[O:20])=[C:6]([CH2:8][C:9]([O:11][CH2:12][CH3:13])=[O:10])[CH:7]=1. The catalyst class is: 16. (2) Reactant: [NH:1]([C:3]([C:5]1[S:6][CH:7]=[CH:8][C:9]=1[NH:10][C:11](=[O:21])[CH2:12][C:13]1[CH:18]=[CH:17][C:16]([O:19][CH3:20])=[CH:15][CH:14]=1)=O)[NH2:2].[CH2:22]1[CH:24]([C:25](N)=[NH:26])[CH2:23]1.Cl.C[O-].[Na+]. Product: [CH:24]1([C:25]2[N:26]=[C:3]([C:5]3[S:6][CH:7]=[CH:8][C:9]=3[NH:10][C:11](=[O:21])[CH2:12][C:13]3[CH:18]=[CH:17][C:16]([O:19][CH3:20])=[CH:15][CH:14]=3)[NH:1][N:2]=2)[CH2:22][CH2:23]1. The catalyst class is: 823. (3) Reactant: C[O:2][C:3]([C:5]1[C:6]2[C:7](=[O:21])[CH:8]=[C:9]([C:16]([O:18]CC)=[O:17])[NH:10][C:11]=2[C:12]([F:15])=[CH:13][CH:14]=1)=[O:4]. Product: [F:15][C:12]1[C:11]2[NH:10][C:9]([C:16]([OH:18])=[O:17])=[CH:8][C:7](=[O:21])[C:6]=2[C:5]([C:3]([OH:4])=[O:2])=[CH:14][CH:13]=1. The catalyst class is: 33. (4) Reactant: [F:1][C:2]1[CH:7]=[CH:6][C:5]([C:8]2[CH:13]=[CH:12][N:11]=[CH:10][C:9]=2/[CH:14]=[CH:15]/[C:16]([OH:18])=O)=[CH:4][CH:3]=1.[O:19]1[CH:23]=[N:22][N:21]=[C:20]1[CH2:24][CH2:25][C:26]1[CH:32]=[CH:31][C:29]([NH2:30])=[CH:28][CH:27]=1.C(N(CC)CC)C.O=C1N(P(Cl)(N2CCOC2=O)=O)CCO1. Product: [F:1][C:2]1[CH:3]=[CH:4][C:5]([C:8]2[CH:13]=[CH:12][N:11]=[CH:10][C:9]=2/[CH:14]=[CH:15]/[C:16]([NH:30][C:29]2[CH:31]=[CH:32][C:26]([CH2:25][CH2:24][C:20]3[O:19][CH:23]=[N:22][N:21]=3)=[CH:27][CH:28]=2)=[O:18])=[CH:6][CH:7]=1. The catalyst class is: 4. (5) Reactant: C([O:3][C:4]([C:6]1[C:7]([C:12]2[CH:17]=[CH:16][N:15]=[CH:14][CH:13]=2)=[N:8][O:9][C:10]=1[CH3:11])=O)C.O.[OH-].[Na+]. Product: [CH3:11][C:10]1[O:9][N:8]=[C:7]([C:12]2[CH:17]=[CH:16][N:15]=[CH:14][CH:13]=2)[C:6]=1[CH2:4][OH:3]. The catalyst class is: 1. (6) Reactant: [C:1]([C:3]1[CH:4]=[C:5]([CH:10]=[CH:11][CH:12]=1)[C:6](=[N:8][OH:9])[NH2:7])#[N:2].[F:13][C:14]1[CH:22]=[CH:21][C:17]([C:18](Cl)=O)=[CH:16][N:15]=1. Product: [F:13][C:14]1[N:15]=[CH:16][C:17]([C:18]2[O:9][N:8]=[C:6]([C:5]3[CH:4]=[C:3]([CH:12]=[CH:11][CH:10]=3)[C:1]#[N:2])[N:7]=2)=[CH:21][CH:22]=1. The catalyst class is: 17. (7) Reactant: [C:1]([O:5][C:6]([N:8]1[CH2:13][CH2:12][CH:11]([CH2:14][CH2:15]/[CH:16]=[CH:17]/[C:18]2[CH:23]=[CH:22][C:21]([C:24]([O:26][CH3:27])=[O:25])=[CH:20][CH:19]=2)[CH2:10][CH2:9]1)=[O:7])([CH3:4])([CH3:3])[CH3:2]. Product: [C:1]([O:5][C:6]([N:8]1[CH2:13][CH2:12][CH:11]([CH2:14][CH2:15][CH2:16][CH2:17][C:18]2[CH:23]=[CH:22][C:21]([C:24]([O:26][CH3:27])=[O:25])=[CH:20][CH:19]=2)[CH2:10][CH2:9]1)=[O:7])([CH3:4])([CH3:3])[CH3:2]. The catalyst class is: 591.